Dataset: HIV replication inhibition screening data with 41,000+ compounds from the AIDS Antiviral Screen. Task: Binary Classification. Given a drug SMILES string, predict its activity (active/inactive) in a high-throughput screening assay against a specified biological target. (1) The compound is C=C=CP(=O)(c1ccccc1)c1ccccc1. The result is 0 (inactive). (2) The compound is COc1nn(Cc2ccccc2F)c2ccc([N+](=O)[O-])cc12. The result is 0 (inactive). (3) The molecule is CC(OC(C)(C)C)C(NC(=O)C(CCCCNC(=O)OC(C)(C)C)NC(=O)C(Cc1c[nH]c2ccccc12)NC(=O)C(Cc1ccccc1)NC(=O)OCc1ccccc1)C(=O)NC(Cc1ccccc1)C(=O)O. The result is 0 (inactive). (4) The molecule is C=C1C(=O)OC2C1C(OC(=O)C(C)(O)C(C)OC(C)=O)C=C(C)C1CC(OC(C)=O)C(=C)C12. The result is 0 (inactive). (5) The molecule is COc1cc2c3c(c1)ncn3C(=O)CCS2. The result is 0 (inactive). (6) The molecule is CSC1NC(c2ccc(Cl)cc2)=C(C#N)C(=O)N1C1OCC(OC(C)=O)C(OC(C)=O)C1OC(C)=O. The result is 0 (inactive).